This data is from CYP2D6 inhibition data for predicting drug metabolism from PubChem BioAssay. The task is: Regression/Classification. Given a drug SMILES string, predict its absorption, distribution, metabolism, or excretion properties. Task type varies by dataset: regression for continuous measurements (e.g., permeability, clearance, half-life) or binary classification for categorical outcomes (e.g., BBB penetration, CYP inhibition). Dataset: cyp2d6_veith. The drug is C[C@@H](CNC1CCCCC1)OC(=O)c1ccccc1. The result is 1 (inhibitor).